Dataset: Forward reaction prediction with 1.9M reactions from USPTO patents (1976-2016). Task: Predict the product of the given reaction. (1) Given the reactants C(O)(C(F)(F)F)=O.N[CH2:9][CH2:10][N:11]1[C:15](=[O:16])[CH:14]=[CH:13][C:12]1=[O:17].[C:18]([OH:41])(=O)[CH2:19][CH2:20]/[CH:21]=[CH:22]\[CH2:23]/[CH:24]=[CH:25]\[CH2:26]/[CH:27]=[CH:28]\[CH2:29]/[CH:30]=[CH:31]\[CH2:32]/[CH:33]=[CH:34]\[CH2:35]/[CH:36]=[CH:37]\[CH2:38][CH3:39].C[N:43](C(ON1N=NC2C=CC=NC1=2)=[N+](C)C)C.F[P-](F)(F)(F)(F)F.CCN(C(C)C)C(C)C, predict the reaction product. The product is: [O:16]=[C:15]1[CH:14]=[CH:13][C:12](=[O:17])[N:11]1[CH2:10][CH2:9][CH:19]([CH2:20][CH:21]=[CH:22][CH2:23][CH:24]=[CH:25][CH2:26][CH:27]=[CH:28][CH2:29][CH:30]=[CH:31][CH2:32][CH:33]=[CH:34][CH2:35][CH:36]=[CH:37][CH2:38][CH3:39])[C:18]([NH2:43])=[O:41]. (2) The product is: [Br:19][CH2:14][CH2:13][C@@:7]1([CH3:12])[C:6]([O:16][CH3:17])=[N:5][C@H:4]([CH:1]([CH3:3])[CH3:2])[C:9]([O:10][CH3:11])=[N:8]1. Given the reactants [CH:1]([C@@H:4]1[C:9]([O:10][CH3:11])=[N:8][C@:7]([CH2:13][CH2:14]O)([CH3:12])[C:6]([O:16][CH3:17])=[N:5]1)([CH3:3])[CH3:2].C(Br)(Br)(Br)[Br:19].C1C=CC(P(C2C=CC=CC=2)C2C=CC=CC=2)=CC=1, predict the reaction product.